Predict which catalyst facilitates the given reaction. From a dataset of Catalyst prediction with 721,799 reactions and 888 catalyst types from USPTO. (1) The catalyst class is: 5. Product: [CH2:1]([O:8][C:9]1[C:10]([C:20]([OH:22])=[O:21])=[N:11][N:12]2[CH2:18][CH2:17][CH2:16][NH:15][C:14](=[O:19])[C:13]=12)[C:2]1[CH:7]=[CH:6][CH:5]=[CH:4][CH:3]=1. Reactant: [CH2:1]([O:8][C:9]1[C:10]([C:20]([O:22]C)=[O:21])=[N:11][N:12]2[CH2:18][CH2:17][CH2:16][NH:15][C:14](=[O:19])[C:13]=12)[C:2]1[CH:7]=[CH:6][CH:5]=[CH:4][CH:3]=1.[OH-].[Na+].Cl. (2) Reactant: [C:1](Cl)(=[O:8])[C:2]1[CH:7]=[CH:6][CH:5]=[CH:4][CH:3]=1.C(Cl)Cl.[NH2:13][C:14]1[CH:23]=[C:22]([Br:24])[CH:21]=[CH:20][C:15]=1[C:16]([O:18][CH3:19])=[O:17]. Product: [C:1]([NH:13][C:14]1[CH:23]=[C:22]([Br:24])[CH:21]=[CH:20][C:15]=1[C:16]([O:18][CH3:19])=[O:17])(=[O:8])[C:2]1[CH:7]=[CH:6][CH:5]=[CH:4][CH:3]=1. The catalyst class is: 66. (3) Reactant: C[O:2][C:3](=O)[CH2:4][CH2:5][C:6]1[N:14]([CH2:15][C:16]([O:18][C:19]([CH3:22])([CH3:21])[CH3:20])=[O:17])[C:13]2[C:8](=[N:9][CH:10]=[CH:11][CH:12]=2)[CH:7]=1.CC(C)([O-])C.[K+].Cl.C([O-])(O)=O.[Na+]. Product: [C:19]([O:18][C:16]([CH:15]1[C:3](=[O:2])[CH2:4][CH2:5][C:6]2[N:14]1[C:13]1[CH:12]=[CH:11][CH:10]=[N:9][C:8]=1[CH:7]=2)=[O:17])([CH3:22])([CH3:21])[CH3:20]. The catalyst class is: 1. (4) Reactant: [OH:1][C@H:2]1[CH2:6][N:5]([CH3:7])[C@H:4]([C:8]([O:10][CH3:11])=[O:9])[CH2:3]1.N1C=CN=C1.[C:17]([Si:21]([CH3:24])([CH3:23])Cl)([CH3:20])([CH3:19])[CH3:18]. Product: [Si:21]([O:1][C@H:2]1[CH2:6][N:5]([CH3:7])[C@H:4]([C:8]([O:10][CH3:11])=[O:9])[CH2:3]1)([C:17]([CH3:20])([CH3:19])[CH3:18])([CH3:24])[CH3:23]. The catalyst class is: 4. (5) Reactant: [Br:1][C:2]1[C:10]2[C:5](=[CH:6][CH:7]=[CH:8][CH:9]=2)[NH:4][C:3]=1[CH3:11].[H-].[Na+].[Cl:14][C:15]1[CH:23]=[CH:22][CH:21]=[C:20]([C:24]([F:27])([F:26])[F:25])[C:16]=1[C:17](Cl)=[O:18].[NH4+].[Cl-]. Product: [Br:1][C:2]1[C:10]2[C:5](=[CH:6][CH:7]=[CH:8][CH:9]=2)[N:4]([C:17]([C:16]2[C:20]([C:24]([F:25])([F:26])[F:27])=[CH:21][CH:22]=[CH:23][C:15]=2[Cl:14])=[O:18])[C:3]=1[CH3:11]. The catalyst class is: 3. (6) Reactant: [CH3:1][N:2]1[CH:6]=[C:5]([C:7]2[S:8][CH:9]=[C:10](/[CH:12]=[CH:13]/[C:14]([O:16]CC)=[O:15])[N:11]=2)[CH:4]=[N:3]1.[Li+].[OH-].O. The catalyst class is: 5. Product: [CH3:1][N:2]1[CH:6]=[C:5]([C:7]2[S:8][CH:9]=[C:10](/[CH:12]=[CH:13]/[C:14]([OH:16])=[O:15])[N:11]=2)[CH:4]=[N:3]1. (7) Reactant: [Br:1][C:2]1[CH:9]=[CH:8][C:5]([CH2:6][OH:7])=[CH:4][CH:3]=1.C(N(C(C)C)CC)(C)C.[CH3:19][O:20][CH2:21]Cl.O. Product: [Br:1][C:2]1[CH:9]=[CH:8][C:5]([CH2:6][O:7][CH2:19][O:20][CH3:21])=[CH:4][CH:3]=1. The catalyst class is: 4. (8) Reactant: [NH2:1][C@@H:2]([CH2:22][C:23]1[CH:28]=[CH:27][C:26]([CH:29]2[S:33](=[O:35])(=[O:34])[NH:32][C:31](=[O:36])[CH2:30]2)=[CH:25][CH:24]=1)[C:3]([NH:5][CH2:6][CH2:7][CH2:8][CH2:9][O:10][C:11]1[CH:20]=[CH:19][CH:18]=[C:17]([OH:21])[C:12]=1[C:13]([O:15][CH3:16])=[O:14])=[O:4].C(N(CC)C(C)C)(C)C.[CH3:46][O:47][C:48](=[O:60])[C@@H:49]([N:57]=[C:58]=[O:59])[CH2:50][C:51]1[CH:56]=[CH:55][CH:54]=[CH:53][CH:52]=1. Product: [CH2:50]([C@@H:49]([C:48](=[O:60])[O:47][CH3:46])[NH:57][C:58](=[O:59])[NH:1][C@@H:2]([CH2:22][C:23]1[CH:24]=[CH:25][C:26]([CH:29]2[S:33](=[O:35])(=[O:34])[NH:32][C:31](=[O:36])[CH2:30]2)=[CH:27][CH:28]=1)[C:3](=[O:4])[NH:5][CH2:6][CH2:7][CH2:8][CH2:9][O:10][C:11]1[CH:20]=[CH:19][CH:18]=[C:17]([OH:21])[C:12]=1[C:13]([O:15][CH3:16])=[O:14])[C:51]1[CH:56]=[CH:55][CH:54]=[CH:53][CH:52]=1. The catalyst class is: 9.